Dataset: Catalyst prediction with 721,799 reactions and 888 catalyst types from USPTO. Task: Predict which catalyst facilitates the given reaction. (1) Reactant: [NH:1]1[CH:7]([CH2:8][C:9]([OH:11])=O)[C:5](=[O:6])[NH:4][C:2]1=[O:3].C1C=CC2N(O)N=NC=2C=1.[F:22][C:23]1[CH:28]=[CH:27][C:26]([C:29]2[CH:34]=[CH:33][C:32]([CH:35]([CH3:38])[CH2:36][NH2:37])=[CH:31][CH:30]=2)=[CH:25][CH:24]=1. Product: [O:3]=[C:2]1[NH:1][CH:7]([CH2:8][C:9]([NH:37][CH2:36][CH:35]([C:32]2[CH:33]=[CH:34][C:29]([C:26]3[CH:25]=[CH:24][C:23]([F:22])=[CH:28][CH:27]=3)=[CH:30][CH:31]=2)[CH3:38])=[O:11])[C:5](=[O:6])[NH:4]1. The catalyst class is: 37. (2) Reactant: [Cl:1][C:2]1(O)[C:11]2[C:6](=[CH:7][C:8]([C:12]3[C:17]([C:18]([F:21])([F:20])[F:19])=[CH:16][CH:15]=[CH:14][N:13]=3)=[CH:9][CH:10]=2)[N:5]=[CH:4][NH:3]1.[CH3:23][N:24]1[CH2:33][C:32]([CH3:35])([CH3:34])[C:31]2[C:26](=[CH:27][C:28]([NH2:36])=[CH:29][CH:30]=2)[CH2:25]1. Product: [ClH:1].[F:19][C:18]([F:21])([F:20])[C:17]1[C:12]([C:8]2[CH:7]=[C:6]3[C:11]([C:2]([NH:36][C:28]4[CH:27]=[C:26]5[C:31]([C:32]([CH3:35])([CH3:34])[CH2:33][N:24]([CH3:23])[CH2:25]5)=[CH:30][CH:29]=4)=[N:3][CH:4]=[N:5]3)=[CH:10][CH:9]=2)=[N:13][CH:14]=[CH:15][CH:16]=1. The catalyst class is: 41. (3) Reactant: [NH2:1][C:2]1[N:10]=[C:9]([O:11][CH2:12][CH2:13][CH2:14][CH3:15])[N:8]=[C:7]2[C:3]=1[NH:4][C:5](=[O:20])[N:6]2[CH2:16][CH2:17][CH2:18][Cl:19].[CH3:21][N:22]([CH3:26])[CH2:23][CH2:24][NH2:25]. Product: [ClH:19].[NH2:1][C:2]1[N:10]=[C:9]([O:11][CH2:12][CH2:13][CH2:14][CH3:15])[N:8]=[C:7]2[C:3]=1[NH:4][C:5](=[O:20])[N:6]2[CH2:16][CH2:17][CH2:18][NH:25][CH2:24][CH2:23][N:22]([CH3:26])[CH3:21]. The catalyst class is: 16. (4) Reactant: [Cl:1][C:2]1[CH:7]=[CH:6][CH:5]=[C:4]([OH:8])[C:3]=1B(O)O.C([O-])([O-])=O.[Na+].[Na+].C1(C)C=CC=CC=1.[Br:25][C:26]1[CH:31]=[CH:30][C:29]([F:32])=[C:28](I)[CH:27]=1. Product: [Br:25][C:26]1[CH:27]=[CH:28][C:29]([F:32])=[C:30]([C:3]2[C:4]([OH:8])=[CH:5][CH:6]=[CH:7][C:2]=2[Cl:1])[CH:31]=1. The catalyst class is: 694. (5) Reactant: [OH:1][C:2]1[C:10]2[NH:9][C:8]([CH2:11]Cl)=[N:7][C:6]=2[CH:5]=[CH:4][CH:3]=1.C(OC([N:20]([CH2:40][C:41]1[CH:46]=[CH:45][CH:44]=[CH:43][N:42]=1)[CH2:21][C:22]1[CH:27]=[CH:26][C:25]([CH2:28][NH:29][CH:30]2[C:39]3[N:38]=[CH:37][CH:36]=[CH:35][C:34]=3[CH2:33][CH2:32][CH2:31]2)=[CH:24][CH:23]=1)=O)(C)(C)C.C(N(C(C)C)CC)(C)C.C(OC(N(CC1C=CC=CN=1)CC1C=CC(CN(CC2NC3C=CC(CC(O)=O)=CC=3N=2)C2C3N=CC=CC=3CCC2)=CC=1)=O)(C)(C)C. Product: [N:42]1[CH:43]=[CH:44][CH:45]=[CH:46][C:41]=1[CH2:40][NH:20][CH2:21][C:22]1[CH:23]=[CH:24][C:25]([CH2:28][N:29]([CH2:11][C:8]2[NH:7][C:6]3[CH:5]=[CH:4][CH:3]=[C:2]([OH:1])[C:10]=3[N:9]=2)[CH:30]2[C:39]3[N:38]=[CH:37][CH:36]=[CH:35][C:34]=3[CH2:33][CH2:32][CH2:31]2)=[CH:26][CH:27]=1. The catalyst class is: 3.